From a dataset of Forward reaction prediction with 1.9M reactions from USPTO patents (1976-2016). Predict the product of the given reaction. Given the reactants [C:1]1([C:7]2[CH:11]=[C:10]([C:12]3[N:13]=[C:14]([NH:17][CH2:18][CH2:19][CH2:20][OH:21])[S:15][CH:16]=3)[O:9][N:8]=2)[CH:6]=[CH:5][CH:4]=[CH:3][CH:2]=1.C/C(/O[Si](C)(C)C)=N\[Si](C)(C)C.C(N(CC)C(C)C)(C)C.[S:43]1[CH:47]=[CH:46][CH:45]=[C:44]1[C:48](Cl)=[O:49], predict the reaction product. The product is: [OH:21][CH2:20][CH2:19][CH2:18][N:17]([C:14]1[S:15][CH:16]=[C:12]([C:10]2[O:9][N:8]=[C:7]([C:1]3[CH:2]=[CH:3][CH:4]=[CH:5][CH:6]=3)[CH:11]=2)[N:13]=1)[C:48]([C:44]1[S:43][CH:47]=[CH:46][CH:45]=1)=[O:49].